This data is from Peptide-MHC class I binding affinity with 185,985 pairs from IEDB/IMGT. The task is: Regression. Given a peptide amino acid sequence and an MHC pseudo amino acid sequence, predict their binding affinity value. This is MHC class I binding data. (1) The MHC is H-2-Kb with pseudo-sequence H-2-Kb. The peptide sequence is VYDFWVWM. The binding affinity (normalized) is 0.495. (2) The peptide sequence is SVDSDHLGY. The MHC is HLA-A68:02 with pseudo-sequence HLA-A68:02. The binding affinity (normalized) is 0.0847. (3) The peptide sequence is VFHELPSLC. The MHC is HLA-A24:02 with pseudo-sequence HLA-A24:02. The binding affinity (normalized) is 0.0822. (4) The peptide sequence is MEFIDGISL. The MHC is HLA-B44:02 with pseudo-sequence HLA-B44:02. The binding affinity (normalized) is 0.519. (5) The peptide sequence is YLAPSYRNF. The MHC is HLA-A26:01 with pseudo-sequence HLA-A26:01. The binding affinity (normalized) is 0.210. (6) The peptide sequence is IRKPKHLYV. The MHC is HLA-B08:01 with pseudo-sequence HLA-B08:01. The binding affinity (normalized) is 0.118. (7) The peptide sequence is VQPPQLTLQV. The MHC is HLA-A24:02 with pseudo-sequence HLA-A24:02. The binding affinity (normalized) is 0.